Task: Predict which catalyst facilitates the given reaction.. Dataset: Catalyst prediction with 721,799 reactions and 888 catalyst types from USPTO (1) Product: [C:10]1(=[O:11])[NH:9][C:7](=[O:8])[C:5]2=[CH:6][CH:1]=[CH:2][CH:3]=[C:4]12. Reactant: [CH:1]1[CH:6]=[C:5]2[C:7]([N:9](CC=O)[C:10](=[O:11])[C:4]2=[CH:3][CH:2]=1)=[O:8].C(O[BH-](OC(=O)C)OC(=O)C)(=O)C.[Na+].C(=O)([O-])O.[Na+]. The catalyst class is: 22. (2) Reactant: [CH2:1]([O:3][C:4]([C:6]1[CH:7]=[C:8]2[C:13](=[CH:14][CH:15]=1)[NH:12][CH:11]([C:16]1[CH2:17][C:18](=[C:22]=[O:23])[CH:19]=[CH:20][CH:21]=1)[C:10]([CH3:25])([CH3:24])[CH2:9]2)=[O:5])[CH3:2].[C:26]1([NH2:32])[CH:31]=[CH:30][CH:29]=[CH:28][CH:27]=1.CN(C(ON1N=NC2C=CC=NC1=2)=[N+](C)C)C.F[P-](F)(F)(F)(F)F.C(N(CC)CC)C. Product: [CH2:1]([O:3][C:4]([C:6]1[CH:7]=[C:8]2[C:13](=[CH:14][CH:15]=1)[NH:12][CH:11]([C:16]1[CH:21]=[CH:20][CH:19]=[C:18]([C:22](=[O:23])[NH:32][C:26]3[CH:31]=[CH:30][CH:29]=[CH:28][CH:27]=3)[CH:17]=1)[C:10]([CH3:24])([CH3:25])[CH2:9]2)=[O:5])[CH3:2]. The catalyst class is: 4.